From a dataset of Catalyst prediction with 721,799 reactions and 888 catalyst types from USPTO. Predict which catalyst facilitates the given reaction. (1) Reactant: [Cl:1][C:2]1[C:9]([CH3:10])=[C:8]([C:11]2[C@@H:12]([O:20][CH3:21])[C@@H:13]3[CH2:18][C:17](=[O:19])[CH2:16][N:14]3[N:15]=2)[CH:7]=[CH:6][C:3]=1[C:4]#[N:5].[F:22][C:23]([Si](C)(C)C)([F:25])[F:24].[F-].[Cs+]. Product: [Cl:1][C:2]1[C:9]([CH3:10])=[C:8]([C:11]2[C@@H:12]([O:20][CH3:21])[C@@H:13]3[CH2:18][C:17]([OH:19])([C:23]([F:25])([F:24])[F:22])[CH2:16][N:14]3[N:15]=2)[CH:7]=[CH:6][C:3]=1[C:4]#[N:5]. The catalyst class is: 1. (2) Reactant: FC1C(F)=C(F)C(F)=C(F)C=1[C:12]1[N:13]([CH3:31])[C:14](=[O:30])[CH:15]=[C:16]([NH:21][C:22]2[CH:27]=[CH:26][C:25]([I:28])=[CH:24][C:23]=2[F:29])[C:17]=1[C:18]([O-:20])=O.[NH2:32][CH2:33][CH2:34][CH2:35][OH:36].CCN(C(C)C)C(C)C. Product: [F:29][C:23]1[CH:24]=[C:25]([I:28])[CH:26]=[CH:27][C:22]=1[NH:21][C:16]1[C:17]([C:18]([NH:32][CH2:33][CH2:34][CH2:35][OH:36])=[O:20])=[CH:12][N:13]([CH3:31])[C:14](=[O:30])[CH:15]=1. The catalyst class is: 1. (3) Reactant: [CH3:1][C:2]1[O:6][CH:5]=[N:4][C:3]=1[C:7]([OH:9])=O.CCN(C(C)C)C(C)C.CN(C(ON1N=NC2C=CC=NC1=2)=[N+](C)C)C.F[P-](F)(F)(F)(F)F.[CH:43]1([C:48]2[CH:49]=[C:50]([NH2:60])[CH:51]=[N:52][C:53]=2[O:54][CH2:55][C:56]([F:59])([F:58])[F:57])[CH2:47][CH2:46][CH2:45][CH2:44]1. Product: [CH:43]1([C:48]2[CH:49]=[C:50]([NH:60][C:7]([C:3]3[N:4]=[CH:5][O:6][C:2]=3[CH3:1])=[O:9])[CH:51]=[N:52][C:53]=2[O:54][CH2:55][C:56]([F:57])([F:58])[F:59])[CH2:44][CH2:45][CH2:46][CH2:47]1. The catalyst class is: 3.